The task is: Predict which catalyst facilitates the given reaction.. This data is from Catalyst prediction with 721,799 reactions and 888 catalyst types from USPTO. (1) Reactant: [CH3:1][C@@H:2]1[C@H:6]([C:7]2[CH:12]=[CH:11][CH:10]=[CH:9][CH:8]=2)[O:5][C:4](=[O:13])[N:3]1[C:14](=[O:22])[CH2:15][CH2:16][C@H:17]([CH3:21])[CH2:18][CH2:19][CH3:20].C[Si]([N-][Si](C)(C)C)(C)C.[Na+].[C:33]([O:37][C:38](=[O:41])[CH2:39]Br)([CH3:36])([CH3:35])[CH3:34].[Cl-].[NH4+]. Product: [C:33]([O:37][C:38](=[O:41])[CH2:39][C@@H:15]([C:14]([N:3]1[C@H:2]([CH3:1])[C@H:6]([C:7]2[CH:12]=[CH:11][CH:10]=[CH:9][CH:8]=2)[O:5][C:4]1=[O:13])=[O:22])[CH2:16][C@H:17]([CH3:21])[CH2:18][CH2:19][CH3:20])([CH3:36])([CH3:35])[CH3:34]. The catalyst class is: 1. (2) Reactant: O([C:3](C)(C)[CH3:4])[Na].[NH2:7][C:8]1[CH:15]=[CH:14][C:11]([CH:12]=[CH2:13])=[CH:10][CH:9]=1.Br[C:17]1[CH:22]=[CH:21][C:20]([CH3:23])=[CH:19][CH:18]=1.[C:24]1([CH3:30])[CH:29]=[CH:28][CH:27]=[CH:26][CH:25]=1.CCOC(C)=O.[CH3:37][CH2:38][CH2:39][CH2:40][CH2:41][CH3:42]. Product: [CH:12]([C:11]1[CH:14]=[CH:15][C:8]([N:7]([C:27]2[CH:28]=[CH:29][C:24]([CH3:30])=[CH:25][CH:26]=2)[C:17]2[CH:22]=[CH:21][C:20]([CH3:23])=[CH:19][CH:18]=2)=[CH:9][CH:10]=1)=[CH2:13].[CH3:30][C:24]1[CH:29]=[CH:28][C:27]([N:7]([C:8]2[CH:9]=[CH:10][C:11]([CH3:12])=[CH:14][CH:15]=2)[C:39]2[CH:38]=[CH:37][C:42]([CH:3]=[CH:4][C:17]3[CH:22]=[CH:21][C:20]([CH3:23])=[CH:19][CH:18]=3)=[CH:41][CH:40]=2)=[CH:26][CH:25]=1. The catalyst class is: 110. (3) Reactant: CC1[C:6]([C:7]2[C:16]3[O:15][CH2:14][CH:13]([C:17]4[CH:27]=[CH:26][CH:25]=[CH:24][C:18]=4[O:19][CH2:20][C:21](O)=[O:22])[N:12]4[C:28](=[O:30])[NH:29][C:10]([C:11]=34)=[CH:9][CH:8]=2)=[C:5]([CH3:31])[O:4]N=1.[CH3:32][CH2:33][N:34](C(C)C)C(C)C.CN(C(ON1N=NC2C=CC=NC1=2)=[N+](C)C)C.F[P-](F)(F)(F)(F)F.[CH2:65]([NH2:67])[CH3:66]. Product: [CH3:66][C:65]1[C:6]([C:7]2[C:16]3[O:15][CH2:14][CH:13]([C:17]4[CH:27]=[CH:26][CH:25]=[CH:24][C:18]=4[O:19][CH2:20][C:21]([NH:34][CH2:33][CH3:32])=[O:22])[N:12]4[C:28](=[O:30])[NH:29][C:10]([C:11]=34)=[CH:9][CH:8]=2)=[C:5]([CH3:31])[O:4][N:67]=1. The catalyst class is: 3. (4) Reactant: [ClH:1].FC1C(CN)=CC=CN=1.[F:11][C:12]1[CH:13]=[C:14]([CH:17]=[CH:18][N:19]=1)[C:15]#[N:16].Cl. Product: [ClH:1].[F:11][C:12]1[CH:13]=[C:14]([CH2:15][NH2:16])[CH:17]=[CH:18][N:19]=1. The catalyst class is: 45. (5) Reactant: [S:1]([C:5]1[CH:10]=[CH:9][C:8]([NH:11][C:12]([C:14]2[CH:18]=[C:17]([CH3:19])[N:16]([C:20]3[CH:25]=[CH:24][CH:23]=[CH:22][C:21]=3[C:26]([F:29])([F:28])[F:27])[C:15]=2[CH3:30])=[O:13])=[CH:7][CH:6]=1)(=[O:4])(=[O:3])[NH2:2].C([O-])([O-])=O.[K+].[K+].[CH2:37](I)[CH3:38]. Product: [CH2:37]([NH:2][S:1]([C:5]1[CH:10]=[CH:9][C:8]([NH:11][C:12]([C:14]2[CH:18]=[C:17]([CH3:19])[N:16]([C:20]3[CH:25]=[CH:24][CH:23]=[CH:22][C:21]=3[C:26]([F:28])([F:27])[F:29])[C:15]=2[CH3:30])=[O:13])=[CH:7][CH:6]=1)(=[O:3])=[O:4])[CH3:38]. The catalyst class is: 3. (6) Reactant: C[O:2][C:3](=[O:23])[CH2:4][CH2:5][N:6]1[C:11]2[CH:12]=[C:13]([CH2:17][CH3:18])[CH:14]=[C:15]([CH3:16])[C:10]=2[O:9][CH:8]([CH:19]([CH3:21])[CH3:20])[C:7]1=[O:22].[OH-].[Na+]. Product: [CH2:17]([C:13]1[CH:14]=[C:15]([CH3:16])[C:10]2[O:9][CH:8]([CH:19]([CH3:20])[CH3:21])[C:7](=[O:22])[N:6]([CH2:5][CH2:4][C:3]([OH:23])=[O:2])[C:11]=2[CH:12]=1)[CH3:18]. The catalyst class is: 5.